From a dataset of Full USPTO retrosynthesis dataset with 1.9M reactions from patents (1976-2016). Predict the reactants needed to synthesize the given product. (1) The reactants are: [N:1]([C:4](=[CH:10][C:11]1[C:12]2[N:13]([CH:17]=[C:18]([CH:20]([CH3:22])[CH3:21])[N:19]=2)[CH:14]=[CH:15][CH:16]=1)[C:5]([O:7][CH2:8][CH3:9])=[O:6])=[N+]=[N-].[K+].[Br-]. Given the product [CH:20]([C:18]1[CH2:17][N:13]2[CH:14]=[CH:15][C:16]3[C:11]([CH:10]=[C:4]([C:5]([O:7][CH2:8][CH3:9])=[O:6])[N:1]=3)=[C:12]2[N:19]=1)([CH3:22])[CH3:21], predict the reactants needed to synthesize it. (2) Given the product [Br:7][C:8]1[CH:9]=[CH:10][C:11]([CH2:14][CH2:15][N:17]2[CH2:22][CH2:21][O:20][CH2:19][CH2:18]2)=[CH:12][CH:13]=1, predict the reactants needed to synthesize it. The reactants are: [H-].[Al+3].[Li+].[H-].[H-].[H-].[Br:7][C:8]1[CH:13]=[CH:12][C:11]([CH2:14][C:15]([N:17]2[CH2:22][CH2:21][O:20][CH2:19][CH2:18]2)=O)=[CH:10][CH:9]=1. (3) Given the product [Cl:8][C:4]1[CH:3]=[C:2]([C:18]2([OH:21])[CH2:19][CH2:20][CH:15]([CH3:14])[CH2:16][CH2:17]2)[CH:7]=[CH:6][N:5]=1, predict the reactants needed to synthesize it. The reactants are: Br[C:2]1[CH:7]=[CH:6][N:5]=[C:4]([Cl:8])[CH:3]=1.C([Mg]Cl)(C)C.[CH3:14][CH:15]1[CH2:20][CH2:19][C:18](=[O:21])[CH2:17][CH2:16]1.